Dataset: Full USPTO retrosynthesis dataset with 1.9M reactions from patents (1976-2016). Task: Predict the reactants needed to synthesize the given product. (1) Given the product [CH2:7]([S:6][CH2:5][C@H:4]([NH:14][C:15]([C:17]1[N:18]=[C:19]([C:37]2[CH:38]=[CH:39][C:40]([C:43]([F:44])([F:45])[F:46])=[CH:41][CH:42]=2)[O:20][C:21]=1[C:22]1[CH:23]=[CH:24][C:25]([C:28]2[N:32]=[C:31]([C:33]([F:35])([F:36])[F:34])[O:30][N:29]=2)=[CH:26][CH:27]=1)=[O:16])[C:3]([OH:47])=[O:2])[C:8]1[CH:13]=[CH:12][CH:11]=[CH:10][CH:9]=1, predict the reactants needed to synthesize it. The reactants are: C[O:2][C:3](=[O:47])[C@@H:4]([NH:14][C:15]([C:17]1[N:18]=[C:19]([C:37]2[CH:42]=[CH:41][C:40]([C:43]([F:46])([F:45])[F:44])=[CH:39][CH:38]=2)[O:20][C:21]=1[C:22]1[CH:27]=[CH:26][C:25]([C:28]2[N:32]=[C:31]([C:33]([F:36])([F:35])[F:34])[O:30][N:29]=2)=[CH:24][CH:23]=1)=[O:16])[CH2:5][S:6][CH2:7][C:8]1[CH:13]=[CH:12][CH:11]=[CH:10][CH:9]=1.[OH-].[Li+]. (2) Given the product [NH2:18][C:19]1[O:20][C:21]([C:25]([NH:17][CH:15]([C:5]2[CH:6]=[N:7][C:8]([O:9][CH2:10][C:11]([F:12])([F:13])[F:14])=[C:3]([Cl:2])[CH:4]=2)[CH3:16])=[O:26])=[C:22]([CH3:24])[N:23]=1, predict the reactants needed to synthesize it. The reactants are: Cl.[Cl:2][C:3]1[CH:4]=[C:5]([CH:15]([NH2:17])[CH3:16])[CH:6]=[N:7][C:8]=1[O:9][CH2:10][C:11]([F:14])([F:13])[F:12].[NH2:18][C:19]1[O:20][C:21]([C:25](O)=[O:26])=[C:22]([CH3:24])[N:23]=1.